This data is from Catalyst prediction with 721,799 reactions and 888 catalyst types from USPTO. The task is: Predict which catalyst facilitates the given reaction. (1) Reactant: Br[C:2]1[C:3](Br)=[C:4]([CH3:8])[CH:5]=[CH:6][CH:7]=1.[Cl:10][C:11]1[N:16]=[C:15]([C:17]2[NH:18][C:19]3[C:24]([CH:25]=2)=[C:23]([F:26])[CH:22]=[CH:21][CH:20]=3)[C:14]([OH:27])=[CH:13][CH:12]=1.C([O-])([O-])=O.[Cs+].[Cs+]. Product: [Cl:10][C:11]1[CH:12]=[CH:13][C:14]2[O:27][CH:8]([C:4]3[CH:5]=[CH:6][CH:7]=[CH:2][CH:3]=3)[N:18]3[C:19]4[CH:20]=[CH:21][CH:22]=[C:23]([F:26])[C:24]=4[CH:25]=[C:17]3[C:15]=2[N:16]=1. The catalyst class is: 3. (2) Reactant: [F:1][C:2]1[CH:3]=[C:4]([N:8]2[C:12]([C:13]([O:15]CC)=[O:14])=[CH:11][C:10]([CH:18]([CH3:20])[CH3:19])=[N:9]2)[CH:5]=[CH:6][CH:7]=1.O.[OH-].[Li+].C1COCC1.C(O)C. Product: [F:1][C:2]1[CH:3]=[C:4]([N:8]2[C:12]([C:13]([OH:15])=[O:14])=[CH:11][C:10]([CH:18]([CH3:20])[CH3:19])=[N:9]2)[CH:5]=[CH:6][CH:7]=1. The catalyst class is: 6. (3) Reactant: [Si:1]([O:8][C:9]1([CH2:12][CH:13]=O)[CH2:11][CH2:10]1)([C:4]([CH3:7])([CH3:6])[CH3:5])([CH3:3])[CH3:2].[Si](O)(CC)(CC)CC.[CH3:23][C:24]([S@:27]([NH2:29])=[O:28])([CH3:26])[CH3:25]. Product: [Si:1]([O:8][C:9]1([CH2:12]/[CH:13]=[N:29]/[S@@:27]([C:24]([CH3:26])([CH3:25])[CH3:23])=[O:28])[CH2:11][CH2:10]1)([C:4]([CH3:7])([CH3:6])[CH3:5])([CH3:3])[CH3:2]. The catalyst class is: 2.